This data is from Forward reaction prediction with 1.9M reactions from USPTO patents (1976-2016). The task is: Predict the product of the given reaction. (1) Given the reactants [C:1]([O:5][C:6](=[O:21])[NH:7][CH2:8][C@H:9]1[CH2:13][CH2:12][N:11](CC2C=CC=CC=2)[CH2:10]1)([CH3:4])([CH3:3])[CH3:2], predict the reaction product. The product is: [C:1]([O:5][C:6](=[O:21])[NH:7][CH2:8][CH:9]1[CH2:13][CH2:12][NH:11][CH2:10]1)([CH3:4])([CH3:2])[CH3:3]. (2) Given the reactants [CH3:1][NH:2][C:3]1[CH:11]=[CH:10][C:6]([C:7]([O-:9])=[O:8])=[CH:5][C:4]=1[N+:12]([O-])=O.[Al].[OH-].[Na+].O.NN.[CH3:21]O, predict the reaction product. The product is: [NH2:12][C:4]1[CH:5]=[C:6]([CH:10]=[CH:11][C:3]=1[NH:2][CH3:1])[C:7]([O:9][CH3:21])=[O:8]. (3) Given the reactants [Cl:1][C:2]1[CH:10]=[CH:9][CH:8]=[C:7]2[C:3]=1[C:4]([C:21](=[O:32])[NH:22][CH2:23][CH:24]1[CH2:29][CH2:28][C:27]([F:31])([F:30])[CH2:26][CH2:25]1)=[CH:5][N:6]2[CH2:11][CH:12]1[CH2:17][CH2:16][CH2:15][CH2:14][N:13]1C([O-])=O.C(O)(C(F)(F)F)=O, predict the reaction product. The product is: [Cl:1][C:2]1[CH:10]=[CH:9][CH:8]=[C:7]2[C:3]=1[C:4]([C:21]([NH:22][CH2:23][CH:24]1[CH2:25][CH2:26][C:27]([F:31])([F:30])[CH2:28][CH2:29]1)=[O:32])=[CH:5][N:6]2[CH2:11][CH:12]1[CH2:17][CH2:16][CH2:15][CH2:14][NH:13]1. (4) Given the reactants [Cl:1][C:2]1[CH:7]=[CH:6][CH:5]=[C:4]([N+:8]([O-])=O)[C:3]=1[I:11], predict the reaction product. The product is: [Cl:1][C:2]1[C:3]([I:11])=[C:4]([CH:5]=[CH:6][CH:7]=1)[NH2:8]. (5) The product is: [Br:1][C:2]1[CH:11]=[C:10]2[C:5]([C:6](=[O:17])[C:7]([C:12]([O:14][CH2:15][CH3:16])=[O:13])=[CH:8][N:9]2[CH2:24][CH3:25])=[CH:4][CH:3]=1. Given the reactants [Br:1][C:2]1[CH:11]=[C:10]2[C:5]([C:6](=[O:17])[C:7]([C:12]([O:14][CH2:15][CH3:16])=[O:13])=[CH:8][NH:9]2)=[CH:4][CH:3]=1.C(=O)([O-])[O-].[K+].[K+].[CH2:24](Br)[CH3:25], predict the reaction product. (6) Given the reactants [C:1]1(=[O:11])[NH:5][C:4](=[O:6])[C:3]2=[CH:7][CH:8]=[CH:9][CH:10]=[C:2]12.C(=O)([O-])[O-].[K+].[K+].Br[CH2:19][CH2:20][CH:21]=[CH2:22], predict the reaction product. The product is: [CH2:22]([N:5]1[C:1](=[O:11])[C:2]2[C:3](=[CH:7][CH:8]=[CH:9][CH:10]=2)[C:4]1=[O:6])[CH2:21][CH:20]=[CH2:19].